This data is from Full USPTO retrosynthesis dataset with 1.9M reactions from patents (1976-2016). The task is: Predict the reactants needed to synthesize the given product. (1) Given the product [CH3:1][O:2][C:3]([C@@H:4]1[CH2:5][C:6]2[CH:7]=[C:8]3[O:13][CH2:12][C@H:11]([C:14]4[CH:19]=[CH:18][C:17]([O:20][C:21](=[O:23])[CH3:22])=[CH:16][CH:15]=4)[O:10][C:9]3=[CH:24][C:25]=2[CH2:65][N:33]1[C:46](=[O:45])[C:49]1[CH:54]=[CH:53][CH:52]=[CH:51][CH:50]=1)=[O:34], predict the reactants needed to synthesize it. The reactants are: [CH3:1][O:2][C:3](=[O:34])[C@:4]([NH2:33])(C(OC(C)(C)C)=O)[CH2:5][C:6]1[CH:25]=[CH:24][C:9]2[O:10][CH:11]([C:14]3[CH:19]=[CH:18][C:17]([O:20][C:21](=[O:23])[CH3:22])=[CH:16][CH:15]=3)[CH2:12][O:13][C:8]=2[CH:7]=1.Cl.COC(=O)[C@@H](N)CC1C=CC2[O:45][CH:46]([C:49]3[CH:54]=[CH:53][C:52](OC(=O)C)=[CH:51][CH:50]=3)COC=2C=1.C=O.[C:65](Cl)(=O)C1C=CC=CC=1.C([O-])([O-])=O.[Na+].[Na+]. (2) Given the product [Cl:1][C:2]1[CH:9]=[C:8]([C:10]2[CH:15]=[C:14]([CH:16]([CH:24]3[CH2:26][CH2:25]3)[NH:23][S:20]([CH2:18][CH3:19])(=[O:22])=[O:21])[CH:13]=[N:12][CH:11]=2)[CH:7]=[CH:6][C:3]=1[C:4]#[N:5], predict the reactants needed to synthesize it. The reactants are: [Cl:1][C:2]1[CH:9]=[C:8]([C:10]2[CH:11]=[N:12][CH:13]=[C:14]([CH:16]=O)[CH:15]=2)[CH:7]=[CH:6][C:3]=1[C:4]#[N:5].[CH2:18]([S:20]([NH2:23])(=[O:22])=[O:21])[CH3:19].[CH:24]1([Mg]Br)[CH2:26][CH2:25]1. (3) Given the product [Cl:10][C:11]1[N:16]=[C:15]([NH:1][C@H:2]2[CH2:7][CH2:6][CH2:5][C@@H:4]([OH:8])[C@H:3]2[OH:9])[C:14]([F:18])=[CH:13][N:12]=1, predict the reactants needed to synthesize it. The reactants are: [NH2:1][C@H:2]1[CH2:7][CH2:6][CH2:5][C@@H:4]([OH:8])[C@H:3]1[OH:9].[Cl:10][C:11]1[N:16]=[C:15](Cl)[C:14]([F:18])=[CH:13][N:12]=1.CCN(C(C)C)C(C)C. (4) The reactants are: [OH:1][N:2]1[C:6](=[O:7])[C:5]2=[CH:8][CH:9]=[CH:10][CH:11]=[C:4]2[C:3]1=[O:12].[Cl:13][C:14]1[CH:19]=[CH:18][C:17](B(O)O)=[CH:16][CH:15]=1.N1C=CC=CC=1. Given the product [Cl:13][C:14]1[CH:19]=[CH:18][C:17]([O:1][N:2]2[C:3](=[O:12])[C:4]3=[CH:11][CH:10]=[CH:9][CH:8]=[C:5]3[C:6]2=[O:7])=[CH:16][CH:15]=1, predict the reactants needed to synthesize it. (5) Given the product [OH:1][C:2]1[CH:7]=[C:6]([O:8][CH3:9])[CH:5]=[CH:4][C:3]=1[C:10](=[O:12])/[CH:11]=[CH:13]/[C:14]1[CH:15]=[N:16][CH:17]=[CH:18][CH:19]=1, predict the reactants needed to synthesize it. The reactants are: [OH:1][C:2]1[CH:7]=[C:6]([O:8][CH3:9])[CH:5]=[CH:4][C:3]=1[C:10](=[O:12])[CH3:11].[CH:13](=O)[C:14]1[CH:19]=[CH:18][CH:17]=[N:16][CH:15]=1.Cl. (6) Given the product [CH2:25]([C@:11]1([C:9]([N:3]2[CH2:4][C@@H:5]3[CH2:8][C@H:2]2[CH2:7][N:6]3[C:35]2[CH:40]=[C:39]([C:41]([F:44])([F:43])[F:42])[CH:38]=[CH:37][N:36]=2)=[O:10])[CH2:15][CH2:14][C@@H:13]([NH:16][C@@H:17]2[C@H:18]([O:23][CH3:24])[CH2:19][O:20][CH2:21][CH2:22]2)[CH2:12]1)[CH3:26], predict the reactants needed to synthesize it. The reactants are: Cl.[C@H:2]12[CH2:8][C@H:5]([NH:6][CH2:7]1)[CH2:4][N:3]2[C:9]([C@@:11]1([CH2:25][CH3:26])[CH2:15][CH2:14][C@@H:13]([NH:16][C@@H:17]2[CH2:22][CH2:21][O:20][CH2:19][C@H:18]2[O:23][CH3:24])[CH2:12]1)=[O:10].C(N(CC)CC)C.Cl[C:35]1[CH:40]=[C:39]([C:41]([F:44])([F:43])[F:42])[CH:38]=[CH:37][N:36]=1.